This data is from Full USPTO retrosynthesis dataset with 1.9M reactions from patents (1976-2016). The task is: Predict the reactants needed to synthesize the given product. (1) Given the product [Cl:65][C:66]1[CH:74]=[CH:73][C:72]([S:75]([N:78]2[C:84](=[O:85])[CH:83]([CH2:86][C:87]3[CH:92]=[C:91]([Cl:93])[CH:90]=[CH:89][C:88]=3[O:94][CH3:95])[CH2:82][NH:81][C:80](=[O:96])[CH2:79]2)(=[O:77])=[O:76])=[CH:71][C:67]=1[C:68]([NH:13][CH2:12][C:11]1[CH:6]=[CH:7][CH:8]=[CH:9][N:10]=1)=[O:69], predict the reactants needed to synthesize it. The reactants are: ClC1C=CC(OC)=[C:6](C=1)[CH2:7][CH:8]1C(=O)[N:13](C(NC(CC)C(NCC(OC(C)(C)C)=O)=O)=O)[CH2:12][C:11](=O)[NH:10][CH2:9]1.ClC1C=CC(OC)=C(C=1)CC1C(=O)N(C(N[C@H](CC)C(O)=O)=O)CC(=O)NC1.[Cl:65][C:66]1[CH:74]=[CH:73][C:72]([S:75]([N:78]2[C:84](=[O:85])[CH:83]([CH2:86][C:87]3[CH:92]=[C:91]([Cl:93])[CH:90]=[CH:89][C:88]=3[O:94][CH3:95])[CH2:82][NH:81][C:80](=[O:96])[CH2:79]2)(=[O:77])=[O:76])=[CH:71][C:67]=1[C:68](O)=[O:69].Cl.C(OC(=O)CN)(C)(C)C.N1C=CC=CC=1CN. (2) Given the product [C:32]1([O:31][C:29](=[O:30])[NH:17][CH2:16][C:15]2[CH:18]=[CH:19][CH:20]=[CH:21][C:14]=2[S:13][C:10]2[CH:11]=[CH:12][C:7]3[N:8]([C:4]([CH:1]([CH3:3])[CH3:2])=[N:5][N:6]=3)[CH:9]=2)[CH:37]=[CH:36][CH:35]=[CH:34][CH:33]=1, predict the reactants needed to synthesize it. The reactants are: [CH:1]([C:4]1[N:8]2[CH:9]=[C:10]([S:13][C:14]3[CH:21]=[CH:20][CH:19]=[CH:18][C:15]=3[CH2:16][NH2:17])[CH:11]=[CH:12][C:7]2=[N:6][N:5]=1)([CH3:3])[CH3:2].N1C=CC=CC=1.Cl[C:29]([O:31][C:32]1[CH:37]=[CH:36][CH:35]=[CH:34][CH:33]=1)=[O:30]. (3) Given the product [CH2:1]1[C:4]2([O:9][CH2:8][CH:7]([CH2:10][O:11][C:12]3[C:17]([CH3:18])=[CH:16][N:15]=[C:14]([CH2:20][OH:24])[C:13]=3[CH3:21])[CH2:6][O:5]2)[CH2:3][CH2:2]1, predict the reactants needed to synthesize it. The reactants are: [CH2:1]1[C:4]2([O:9][CH2:8][CH:7]([CH2:10][O:11][C:12]3[C:17]([CH3:18])=[CH:16][N+:15]([O-])=[C:14]([CH3:20])[C:13]=3[CH3:21])[CH2:6][O:5]2)[CH2:3][CH2:2]1.C(OC(=O)C)(=[O:24])C.[OH-].[Na+]. (4) Given the product [CH2:28]([N:25]([CH2:26][CH3:27])[CH2:24][CH2:23][NH:22][C:20](=[O:21])[C:19]1[CH:18]=[CH:17][C:16]([NH:15][C:2]2[CH:3]=[N:4][CH:5]=[C:6]([C:8]3[CH:13]=[CH:12][C:11]([OH:14])=[CH:10][CH:9]=3)[N:7]=2)=[CH:31][CH:30]=1)[CH3:29], predict the reactants needed to synthesize it. The reactants are: Cl[C:2]1[N:7]=[C:6]([C:8]2[CH:13]=[CH:12][C:11]([OH:14])=[CH:10][CH:9]=2)[CH:5]=[N:4][CH:3]=1.[NH2:15][C:16]1[CH:31]=[CH:30][C:19]([C:20]([NH:22][CH2:23][CH2:24][N:25]([CH2:28][CH3:29])[CH2:26][CH3:27])=[O:21])=[CH:18][CH:17]=1.CC1(C)C2C(=C(P(C3C=CC=CC=3)C3C=CC=CC=3)C=CC=2)OC2C(P(C3C=CC=CC=3)C3C=CC=CC=3)=CC=CC1=2.